Dataset: Full USPTO retrosynthesis dataset with 1.9M reactions from patents (1976-2016). Task: Predict the reactants needed to synthesize the given product. (1) The reactants are: [CH3:1][N:2]1[CH:6]=[CH:5][C:4]([NH:7][C:8]([C:10]2[C:15](Br)=[CH:14][CH:13]=[C:12]([CH3:17])[N:11]=2)=[O:9])=[N:3]1.[F:18][C:19]1[CH:25]=[CH:24][C:22]([NH2:23])=[CH:21][CH:20]=1. Given the product [CH3:1][N:2]1[CH:6]=[CH:5][C:4]([NH:7][C:8]([C:10]2[C:15]([NH:23][C:22]3[CH:24]=[CH:25][C:19]([F:18])=[CH:20][CH:21]=3)=[CH:14][CH:13]=[C:12]([CH3:17])[N:11]=2)=[O:9])=[N:3]1, predict the reactants needed to synthesize it. (2) Given the product [Cl:1][C:2]1[CH:3]=[C:4]([C:12]2[S:13][C:14]([C:17]3[C:18]([CH2:31][CH3:32])=[C:19]([CH2:23][CH2:24][CH2:25][C:26]([OH:28])=[O:27])[CH:20]=[CH:21][CH:22]=3)=[CH:15][N:16]=2)[CH:5]=[CH:6][C:7]=1[O:8][CH:9]([CH3:11])[CH3:10], predict the reactants needed to synthesize it. The reactants are: [Cl:1][C:2]1[CH:3]=[C:4]([C:12]2[S:13][C:14]([C:17]3[C:18]([CH2:31][CH3:32])=[C:19]([CH2:23][CH2:24][CH2:25][C:26]([O:28]CC)=[O:27])[CH:20]=[CH:21][CH:22]=3)=[CH:15][N:16]=2)[CH:5]=[CH:6][C:7]=1[O:8][CH:9]([CH3:11])[CH3:10].[OH-].[Na+]. (3) Given the product [ClH:2].[F:17][C:18]([F:27])([F:26])[C:3]1[CH:15]=[CH:14][C:6]([O:7][CH:8]2[CH2:13][CH2:12][NH:11][CH2:10][CH2:9]2)=[CH:5][CH:4]=1, predict the reactants needed to synthesize it. The reactants are: Cl.[Cl:2][C:3]1[CH:15]=[CH:14][C:6]([O:7][CH:8]2[CH2:13][CH2:12][NH:11][CH2:10][CH2:9]2)=[CH:5][C:4]=1F.[F:17][C:18]([F:27])([F:26])C1C=CC(O)=CC=1. (4) The reactants are: CC1OC(CC2CCC(C3SC(C4C=CC(N)=CC=4)=CN=3)CC2)=NN=1.[CH3:26][C:27]([CH3:54])([CH2:38][CH2:39][C:40]1[S:41][C:42]([C:45]2[CH:50]=[CH:49][C:48]([N+:51]([O-])=O)=[CH:47][CH:46]=2)=[CH:43][N:44]=1)[C:28]([NH:30][S:31]([C:34]([F:37])([F:36])[F:35])(=[O:33])=[O:32])=[O:29]. Given the product [NH2:51][C:48]1[CH:47]=[CH:46][C:45]([C:42]2[S:41][C:40]([CH2:39][CH2:38][C:27]([CH3:54])([CH3:26])[C:28]([NH:30][S:31]([C:34]([F:35])([F:36])[F:37])(=[O:33])=[O:32])=[O:29])=[N:44][CH:43]=2)=[CH:50][CH:49]=1, predict the reactants needed to synthesize it. (5) Given the product [F:16][C:7]1[CH:6]=[C:5]([C:3](=[O:4])[CH2:2][O:18][CH3:17])[CH:10]=[CH:9][C:8]=1[O:11][C:12]([F:15])([F:14])[F:13], predict the reactants needed to synthesize it. The reactants are: Br[CH2:2][C:3]([C:5]1[CH:10]=[CH:9][C:8]([O:11][C:12]([F:15])([F:14])[F:13])=[C:7]([F:16])[CH:6]=1)=[O:4].[CH3:17][OH:18]. (6) Given the product [F:29][C:16]1[CH:17]=[C:18]2[C:13](=[CH:14][CH:15]=1)[O:12][C:11]([C@H:9]([OH:8])[CH3:10])=[C:20]([C:21]1[CH:26]=[CH:25][CH:24]=[C:23]([F:27])[CH:22]=1)[C:19]2=[O:28], predict the reactants needed to synthesize it. The reactants are: C([O:8][C@@H:9]([C:11]1[O:12][C:13]2[C:18]([C:19](=[O:28])[C:20]=1[C:21]1[CH:26]=[CH:25][CH:24]=[C:23]([F:27])[CH:22]=1)=[CH:17][C:16]([F:29])=[CH:15][CH:14]=2)[CH3:10])C1C=CC=CC=1.[Cl-].[Al+3].[Cl-].[Cl-]. (7) The reactants are: [NH:1]1[CH2:11][CH2:10][CH2:9][CH:3]([C:4]([O:6][CH2:7][CH3:8])=[O:5])[CH2:2]1.[C:12]([O:16][CH2:17][CH3:18])(=[O:15])[CH:13]=[CH2:14]. Given the product [CH2:17]([O:16][C:12](=[O:15])[CH2:13][CH2:14][N:1]1[CH2:11][CH2:10][CH2:9][CH:3]([C:4]([O:6][CH2:7][CH3:8])=[O:5])[CH2:2]1)[CH3:18], predict the reactants needed to synthesize it. (8) The reactants are: [H-].[Na+].[C:3]([O:11][CH2:12][CH3:13])(=[O:10])[CH2:4][C:5]([O:7][CH2:8][CH3:9])=[O:6].Br[CH2:15][C:16]([C:18]1[CH:23]=[CH:22][C:21]([Br:24])=[CH:20][CH:19]=1)=[O:17].Cl. Given the product [Br:24][C:21]1[CH:22]=[CH:23][C:18]([C:16](=[O:17])[CH2:15][CH:4]([C:5]([O:7][CH2:8][CH3:9])=[O:6])[C:3]([O:11][CH2:12][CH3:13])=[O:10])=[CH:19][CH:20]=1, predict the reactants needed to synthesize it. (9) Given the product [CH3:1][N:2]([CH3:16])[CH2:3][CH2:4][O:5][C:6]1[CH:11]=[CH:10][C:9]([CH3:12])=[C:8]([CH:7]=1)[NH2:13], predict the reactants needed to synthesize it. The reactants are: [CH3:1][N:2]([CH3:16])[CH2:3][CH2:4][O:5][C:6]1[CH:11]=[CH:10][C:9]([CH3:12])=[C:8]([N+:13]([O-])=O)[CH:7]=1.